From a dataset of Catalyst prediction with 721,799 reactions and 888 catalyst types from USPTO. Predict which catalyst facilitates the given reaction. (1) Reactant: [CH3:1][Si:2]([CH:5]=[N+:6]=[N-:7])([CH3:4])[CH3:3].C([Li])CCC.[CH2:13]([N:20]1[CH2:25][CH2:24][C:23]([C:27]2[CH:32]=[CH:31][CH:30]=[C:29]([C:33]#[N:34])[CH:28]=2)([CH3:26])[CH:22]([CH3:35])[CH2:21]1)[C:14]1[CH:19]=[CH:18][CH:17]=[CH:16][CH:15]=1. Product: [CH2:13]([N:20]1[CH2:25][CH2:24][C:23]([CH3:26])([C:27]2[CH:32]=[CH:31][CH:30]=[C:29]([C:33]3[N:34]=[N:7][NH:6][C:5]=3[Si:2]([CH3:4])([CH3:3])[CH3:1])[CH:28]=2)[CH:22]([CH3:35])[CH2:21]1)[C:14]1[CH:15]=[CH:16][CH:17]=[CH:18][CH:19]=1. The catalyst class is: 7. (2) Reactant: [CH3:1][O:2][C:3]1[CH:10]=[C:9]([O:11][CH3:12])[CH:8]=[CH:7][C:4]=1[CH2:5][NH2:6].C(N(CC)CC)C.Cl[C:21](=[O:27])[C:22]([O:24][CH2:25][CH3:26])=[O:23]. Product: [CH2:25]([O:24][C:22](=[O:23])[C:21]([NH:6][CH2:5][C:4]1[CH:7]=[CH:8][C:9]([O:11][CH3:12])=[CH:10][C:3]=1[O:2][CH3:1])=[O:27])[CH3:26]. The catalyst class is: 1. (3) Reactant: [F:1][C:2]([F:39])([F:38])[C@@H:3]([NH:20][C@H:21]([C:26]([NH:28][C@H:29]([C:34]([O:36]C)=[O:35])[CH2:30][CH2:31][S:32][CH3:33])=[O:27])[CH2:22][CH:23]([CH3:25])[CH3:24])[C:4]1[CH:9]=[CH:8][C:7]([C:10]2[CH:15]=[CH:14][C:13]([S:16]([CH3:19])(=[O:18])=[O:17])=[CH:12][CH:11]=2)=[CH:6][CH:5]=1.[Li+].[OH-]. Product: [F:39][C:2]([F:1])([F:38])[C@@H:3]([NH:20][C@H:21]([C:26]([NH:28][C@H:29]([C:34]([OH:36])=[O:35])[CH2:30][CH2:31][S:32][CH3:33])=[O:27])[CH2:22][CH:23]([CH3:25])[CH3:24])[C:4]1[CH:5]=[CH:6][C:7]([C:10]2[CH:11]=[CH:12][C:13]([S:16]([CH3:19])(=[O:17])=[O:18])=[CH:14][CH:15]=2)=[CH:8][CH:9]=1. The catalyst class is: 36. (4) Reactant: [C:1]1([N:7]2[C:12](=[O:13])[C:11]3[S:14][CH:15]=[C:16]([C:17]4[CH:22]=[CH:21][CH:20]=[CH:19][CH:18]=4)[C:10]=3[N:9]=[CH:8]2)[CH:6]=[CH:5][CH:4]=[CH:3][CH:2]=1.N[C:24]1[C:28]([C:29]2C=CC=CC=2)=[CH:27]SC=1C(OC)=O.C(OCC)(OCC)OCC.C(C1CCC(N)CC1)(C)(C)C. Product: [C:28]([CH:4]1[CH2:5][CH2:6][CH:1]([N:7]2[C:12](=[O:13])[C:11]3[S:14][CH:15]=[C:16]([C:17]4[CH:18]=[CH:19][CH:20]=[CH:21][CH:22]=4)[C:10]=3[N:9]=[CH:8]2)[CH2:2][CH2:3]1)([CH3:29])([CH3:24])[CH3:27]. The catalyst class is: 15. (5) Reactant: [CH2:1]([O:3][C:4]1[CH:9]=[C:8]([N+:10]([O-:12])=[O:11])[CH:7]=[CH:6][C:5]=1[C:13]1[CH:18]=[CH:17][N:16]=[CH:15][CH:14]=1)[CH3:2].[CH3:19][I:20]. Product: [I-:20].[CH2:1]([O:3][C:4]1[CH:9]=[C:8]([N+:10]([O-:12])=[O:11])[CH:7]=[CH:6][C:5]=1[C:13]1[CH:14]=[CH:15][N+:16]([CH3:19])=[CH:17][CH:18]=1)[CH3:2]. The catalyst class is: 753. (6) Reactant: [C:1]([C:3]1[CH:11]=[CH:10][C:6]([C:7]([OH:9])=O)=[CH:5][C:4]=1[CH3:12])#[N:2].S(Cl)(Cl)=O.[O:17]1[CH:21]=[CH:20][CH:19]=[C:18]1[C:22]1[CH:27]=[CH:26][CH:25]=[CH:24][C:23]=1[NH2:28].C(N(CC)CC)C. Product: [C:1]([C:3]1[CH:11]=[CH:10][C:6]([C:7]([NH:28][C:23]2[CH:24]=[CH:25][CH:26]=[CH:27][C:22]=2[C:18]2[O:17][CH:21]=[CH:20][CH:19]=2)=[O:9])=[CH:5][C:4]=1[CH3:12])#[N:2]. The catalyst class is: 308. (7) Reactant: [CH2:1]([O:8][C:9]1[CH:10]=[C:11]([CH2:15]O)[CH:12]=[N:13][CH:14]=1)[C:2]1[CH:7]=[CH:6][CH:5]=[CH:4][CH:3]=1.C1C=CC(P([N:31]=[N+:32]=[N-:33])(C2C=CC=CC=2)=O)=CC=1.N12CCCN=C1CCCCC2. Product: [N:31]([CH2:15][C:11]1[CH:12]=[N:13][CH:14]=[C:9]([O:8][CH2:1][C:2]2[CH:7]=[CH:6][CH:5]=[CH:4][CH:3]=2)[CH:10]=1)=[N+:32]=[N-:33]. The catalyst class is: 11. (8) Reactant: [CH2:1]([N:3](S(C1C=CC([N+]([O-])=O)=CC=1)(=O)=O)[CH2:4][C@@H:5]([NH:12][C:13]1[C:22]2[C:17](=[C:18]([C:23]([NH2:25])=[O:24])[CH:19]=[CH:20][CH:21]=2)[N:16]=[CH:15][N:14]=1)[C:6]1[CH:11]=[CH:10][CH:9]=[CH:8][CH:7]=1)[CH3:2].C(#N)C.C(=O)([O-])[O-].[Cs+].[Cs+].C1(S)C=CC=CC=1. Product: [CH2:1]([NH:3][CH2:4][C@@H:5]([NH:12][C:13]1[C:22]2[C:17](=[C:18]([C:23]([NH2:25])=[O:24])[CH:19]=[CH:20][CH:21]=2)[N:16]=[CH:15][N:14]=1)[C:6]1[CH:7]=[CH:8][CH:9]=[CH:10][CH:11]=1)[CH3:2]. The catalyst class is: 625. (9) Reactant: [CH:1]([N:4]([CH:23]([CH3:25])[CH3:24])[CH2:5][CH2:6][C@@H:7]([C:14]1[CH:19]=[C:18]([CH2:20][OH:21])[CH:17]=[CH:16][C:15]=1[OH:22])[C:8]1[CH:13]=[CH:12][CH:11]=[CH:10][CH:9]=1)([CH3:3])[CH3:2].[C:26](Cl)(=[O:30])[CH:27]([CH3:29])[CH3:28].[OH2:32]. Product: [CH3:28][CH:27]([C:26]([O:22][C:15]1[CH:16]=[CH:17][C:18]([CH2:20][OH:21])=[CH:19][C:14]=1[C@@H:7]([C:8]1[CH:13]=[CH:12][CH:11]=[CH:10][CH:9]=1)[CH2:6][CH2:5][N:4]([CH:1]([CH3:3])[CH3:2])[CH:23]([CH3:25])[CH3:24])=[O:30])[CH3:29].[C:26]([O-:30])(=[O:32])[CH:20]([C:18]1[CH:19]=[CH:14][CH:15]=[CH:16][CH:17]=1)[OH:21]. The catalyst class is: 2.